Dataset: Forward reaction prediction with 1.9M reactions from USPTO patents (1976-2016). Task: Predict the product of the given reaction. (1) Given the reactants [Cl:1][C:2]1[CH:7]=[CH:6][C:5]([C:8]([C:10]2[CH:15]=[CH:14][C:13]([CH2:16][N:17]3[CH2:21][CH2:20][CH2:19][CH2:18]3)=[CH:12][CH:11]=2)=O)=[CH:4][CH:3]=1.ClC1C=C(C(N)C2C=CC(C[N:37]3CCCC3)=CC=2)C=CC=1, predict the reaction product. The product is: [Cl:1][C:2]1[CH:7]=[CH:6][C:5]([CH:8]([NH2:37])[C:10]2[CH:15]=[CH:14][C:13]([CH2:16][N:17]3[CH2:21][CH2:20][CH2:19][CH2:18]3)=[CH:12][CH:11]=2)=[CH:4][CH:3]=1. (2) Given the reactants Cl.C(O)C.[CH3:5][O:6][C:7]1[CH:8]=[C:9]2[C:14](=[CH:15][C:16]=1[O:17][CH3:18])[CH2:13][N:12]([CH2:19][CH2:20][C:21]1[CH:26]=[CH:25][C:24]([N+:27]([O-])=O)=[CH:23][CH:22]=1)[CH2:11][CH2:10]2.[OH-].[Na+], predict the reaction product. The product is: [CH3:5][O:6][C:7]1[CH:8]=[C:9]2[C:14](=[CH:15][C:16]=1[O:17][CH3:18])[CH2:13][N:12]([CH2:19][CH2:20][C:21]1[CH:22]=[CH:23][C:24]([NH2:27])=[CH:25][CH:26]=1)[CH2:11][CH2:10]2. (3) Given the reactants [Cl:1][C:2]1[CH:7]=[CH:6][CH:5]=[C:4]([F:8])[C:3]=1[NH:9][C:10]1[NH:11][C:12]2[C:18]3[CH2:19][C:20]([CH3:23])([CH3:22])[O:21][C:17]=3[C:16]([C:24](O)=[O:25])=[CH:15][C:13]=2[N:14]=1.S(Cl)(Cl)=O.[F:31][C:32]([F:44])([F:43])[C:33]1[CH:38]=[CH:37][CH:36]=[CH:35][C:34]=1[C:39]1([NH2:42])[CH2:41][CH2:40]1.CCN(C(C)C)C(C)C, predict the reaction product. The product is: [Cl:1][C:2]1[CH:7]=[CH:6][CH:5]=[C:4]([F:8])[C:3]=1[NH:9][C:10]1[NH:11][C:12]2[C:18]3[CH2:19][C:20]([CH3:22])([CH3:23])[O:21][C:17]=3[C:16]([C:24]([NH:42][C:39]3([C:34]4[CH:35]=[CH:36][CH:37]=[CH:38][C:33]=4[C:32]([F:31])([F:43])[F:44])[CH2:41][CH2:40]3)=[O:25])=[CH:15][C:13]=2[N:14]=1. (4) Given the reactants N12CN3CN(CN(C3)C1)C2.[Cl:11][C:12]1[CH:17]=[CH:16][N:15]=[C:14]2[NH:18][CH:19]=[CH:20][C:13]=12.[C:21](OCC)(=[O:23])C, predict the reaction product. The product is: [Cl:11][C:12]1[CH:17]=[CH:16][N:15]=[C:14]2[NH:18][CH:19]=[C:20]([CH:21]=[O:23])[C:13]=12. (5) Given the reactants [NH2:1][CH:2]1[C:8]2=[N:9][C:10]([C:14]3[CH:19]=[CH:18][N:17]=[CH:16][N:15]=3)=[CH:11][C:12](=[O:13])[N:7]2[CH2:6][CH2:5][O:4][CH2:3]1.[CH:20](=O)[C:21]1[CH:26]=[CH:25][CH:24]=[CH:23][CH:22]=1.C(O[BH-](OC(=O)C)OC(=O)C)(=O)C.[Na+].C(O)(=O)C, predict the reaction product. The product is: [CH2:20]([NH:1][CH:2]1[C:8]2=[N:9][C:10]([C:14]3[CH:19]=[CH:18][N:17]=[CH:16][N:15]=3)=[CH:11][C:12](=[O:13])[N:7]2[CH2:6][CH2:5][O:4][CH2:3]1)[C:21]1[CH:26]=[CH:25][CH:24]=[CH:23][CH:22]=1. (6) Given the reactants [Br:1][C:2]1[CH:3]=[C:4]2[C:8](=[C:9]([C:11](O)=[O:12])[CH:10]=1)[NH:7][CH:6]=[C:5]2[CH:14]1[CH2:18][CH2:17][S:16](=[O:20])(=[O:19])[CH2:15]1.C1C=CC2N(O)N=[N:27]C=2C=1.CCN=C=NCCCN(C)C.Cl.N.CO, predict the reaction product. The product is: [Br:1][C:2]1[CH:3]=[C:4]2[C:8](=[C:9]([C:11]([NH2:27])=[O:12])[CH:10]=1)[NH:7][CH:6]=[C:5]2[CH:14]1[CH2:18][CH2:17][S:16](=[O:20])(=[O:19])[CH2:15]1.